Dataset: Catalyst prediction with 721,799 reactions and 888 catalyst types from USPTO. Task: Predict which catalyst facilitates the given reaction. (1) Reactant: [F:1][C:2]1[CH:7]=[CH:6][C:5](/[CH:8]=[CH:9]\[C@H:10]([C@@H:12]2[N:16]([CH3:17])[C:15](=[O:18])[CH2:14][C@@H:13]2[C:19]2[CH:24]=[CH:23][CH:22]=[CH:21][CH:20]=2)[OH:11])=[CH:4][CH:3]=1.CC(N=NC(C#N)(C)C)(C#N)C.C1(S)C=CC=CC=1. Product: [F:1][C:2]1[CH:3]=[CH:4][C:5](/[CH:8]=[CH:9]/[C@H:10]([C@@H:12]2[N:16]([CH3:17])[C:15](=[O:18])[CH2:14][C@@H:13]2[C:19]2[CH:20]=[CH:21][CH:22]=[CH:23][CH:24]=2)[OH:11])=[CH:6][CH:7]=1. The catalyst class is: 48. (2) Product: [C:1]([O:4][CH:5]1[CH2:10][CH2:9][C:8]([N:20]2[CH:24]=[CH:23][N:22]=[CH:21]2)=[CH:7][C:6]1=[O:12])(=[O:3])[CH3:2]. The catalyst class is: 11. Reactant: [C:1]([O:4][CH:5]1[CH2:10][CH2:9][C:8](Br)=[CH:7][C:6]1=[O:12])(=[O:3])[CH3:2].CCN(CC)CC.[NH:20]1[CH:24]=[CH:23][N:22]=[CH:21]1. (3) Reactant: [CH2:1]([C:4]1[C:13]([N+:14]([O-:16])=[O:15])=[CH:12][CH:11]=[CH:10][C:5]=1[C:6]([O:8]C)=[O:7])[CH:2]=[CH2:3].[Li+].[OH-].Cl.CCOC(C)=O. Product: [CH2:1]([C:4]1[C:13]([N+:14]([O-:16])=[O:15])=[CH:12][CH:11]=[CH:10][C:5]=1[C:6]([OH:8])=[O:7])[CH:2]=[CH2:3]. The catalyst class is: 20. (4) Reactant: [OH-].[K+].[NH2:3][C:4]1[S:5][C:6]([CH3:11])=[CH:7][C:8]=1[C:9]#[N:10].F[C:13]1[CH:18]=[CH:17][CH:16]=[CH:15][C:14]=1[N+:19]([O-:21])=[O:20].O. Product: [N+:19]([C:14]1[CH:15]=[CH:16][CH:17]=[CH:18][C:13]=1[NH:3][C:4]1[S:5][C:6]([CH3:11])=[CH:7][C:8]=1[C:9]#[N:10])([O-:21])=[O:20]. The catalyst class is: 10. (5) Reactant: [CH3:1][C:2]1[CH:7]=[C:6]([O:8][CH2:9][C:10]2([CH3:16])[CH2:13][S:12](=[O:15])(=[O:14])[CH2:11]2)[CH:5]=[CH:4][C:3]=1[C:17]1[C:21]2[CH:22]=[C:23]([CH2:26][O:27][C:28]3[CH:33]=[CH:32][C:31]([C@@H:34]([C:41]#[C:42][CH3:43])[CH2:35][C:36]([O:38]CC)=[O:37])=[CH:30][CH:29]=3)[CH:24]=[CH:25][C:20]=2[S:19][CH:18]=1.[Li+].[OH-].Cl. Product: [CH3:1][C:2]1[CH:7]=[C:6]([O:8][CH2:9][C:10]2([CH3:16])[CH2:11][S:12](=[O:15])(=[O:14])[CH2:13]2)[CH:5]=[CH:4][C:3]=1[C:17]1[C:21]2[CH:22]=[C:23]([CH2:26][O:27][C:28]3[CH:29]=[CH:30][C:31]([C@@H:34]([C:41]#[C:42][CH3:43])[CH2:35][C:36]([OH:38])=[O:37])=[CH:32][CH:33]=3)[CH:24]=[CH:25][C:20]=2[S:19][CH:18]=1. The catalyst class is: 14.